From a dataset of Reaction yield outcomes from USPTO patents with 853,638 reactions. Predict the reaction yield, written as a fraction of the theoretical maximum amount of product (1.0 means a 100% yield; for example, 0.34 means a 34% yield). The reactants are [NH:1]([C:3]1[N:4]=[C:5]2[CH:11]=[CH:10][N:9]([S:12]([C:15]3[CH:21]=[CH:20][C:18]([CH3:19])=[CH:17][CH:16]=3)(=[O:14])=[O:13])[C:6]2=[N:7][CH:8]=1)[NH2:2].[CH2:22]([N:24]([CH2:39][CH3:40])[S:25]([CH2:28][CH:29]1[CH2:33][CH:32]([C:34](O)=[O:35])[CH:31]([CH2:37][CH3:38])[CH2:30]1)(=[O:27])=[O:26])[CH3:23].CN(C(ON1N=NC2C=CC=NC1=2)=[N+](C)C)C.F[P-](F)(F)(F)(F)F. The catalyst is C(Cl)Cl. The product is [CH2:39]([N:24]([CH2:22][CH3:23])[S:25]([CH2:28][CH:29]1[CH2:33][CH:32]([C:34]([NH:2][NH:1][C:3]2[N:4]=[C:5]3[CH:11]=[CH:10][N:9]([S:12]([C:15]4[CH:21]=[CH:20][C:18]([CH3:19])=[CH:17][CH:16]=4)(=[O:13])=[O:14])[C:6]3=[N:7][CH:8]=2)=[O:35])[CH:31]([CH2:37][CH3:38])[CH2:30]1)(=[O:27])=[O:26])[CH3:40]. The yield is 0.980.